From a dataset of Forward reaction prediction with 1.9M reactions from USPTO patents (1976-2016). Predict the product of the given reaction. (1) Given the reactants [CH3:1][O:2][C:3]1[CH:11]=[C:7]([C:8]([OH:10])=O)[C:6]([NH2:12])=[CH:5][CH:4]=1.[CH3:13]OC(OC)OC.C(O)(=O)C.[NH2:24][C:25]1[CH:26]=[C:27]([NH:32][C:33](=[O:44])[C:34]2[CH:39]=[CH:38][CH:37]=[C:36]([C:40]([F:43])([F:42])[F:41])[CH:35]=2)[CH:28]=[CH:29][C:30]=1[CH3:31], predict the reaction product. The product is: [CH3:1][O:2][C:3]1[CH:11]=[C:7]2[C:6](=[CH:5][CH:4]=1)[N:12]=[CH:13][N:24]([C:25]1[CH:26]=[C:27]([NH:32][C:33](=[O:44])[C:34]3[CH:39]=[CH:38][CH:37]=[C:36]([C:40]([F:41])([F:42])[F:43])[CH:35]=3)[CH:28]=[CH:29][C:30]=1[CH3:31])[C:8]2=[O:10]. (2) Given the reactants CC1(C)C(C)(C)OB([C:9]2[CH:10]=[CH:11][C:12]3[O:17][CH2:16][C:15](=[O:18])[NH:14][C:13]=3[CH:19]=2)O1.Br[C:22]1[C:23]([CH3:40])=[N:24][N:25]([CH2:34][CH2:35][S:36]([NH2:39])(=[O:38])=[O:37])[C:26]=1[C:27]1[CH:32]=[CH:31][C:30]([F:33])=[CH:29][CH:28]=1.CC(C1C=C(C(C)C)C(C2C=CC=CC=2P(C2CCCCC2)C2CCCCC2)=C(C(C)C)C=1)C.C(=O)([O-])[O-].[Cs+].[Cs+], predict the reaction product. The product is: [F:33][C:30]1[CH:31]=[CH:32][C:27]([C:26]2[N:25]([CH2:34][CH2:35][S:36]([NH2:39])(=[O:38])=[O:37])[N:24]=[C:23]([CH3:40])[C:22]=2[C:9]2[CH:10]=[CH:11][C:12]3[O:17][CH2:16][C:15](=[O:18])[NH:14][C:13]=3[CH:19]=2)=[CH:28][CH:29]=1. (3) Given the reactants [C:1]([NH:4][CH2:5][CH2:6][CH2:7][S:8]([O:11][CH2:12][C:13]([CH3:28])([CH3:27])[C@@H:14]([O:19]CC1C=CC=CC=1)[C:15]([O:17][CH3:18])=[O:16])(=[O:10])=[O:9])(=[O:3])[CH3:2], predict the reaction product. The product is: [C:1]([NH:4][CH2:5][CH2:6][CH2:7][S:8]([O:11][CH2:12][C:13]([CH3:28])([CH3:27])[C@@H:14]([OH:19])[C:15]([O:17][CH3:18])=[O:16])(=[O:9])=[O:10])(=[O:3])[CH3:2]. (4) The product is: [CH2:1]([O:3][C:4]1[N:8]([CH2:9][C:10]2[CH:11]=[CH:12][C:13]([C:16]3[CH:21]=[CH:20][CH:19]=[CH:18][C:17]=3[C:22]3[NH:23][C:26](=[O:28])[O:25][N:24]=3)=[CH:14][CH:15]=2)[C:7]2[C:31]([C:35]([O:37][CH2:38][C:39]3[O:40][C:41](=[O:45])[O:42][C:43]=3[CH3:44])=[O:36])=[CH:32][CH:33]=[CH:34][C:6]=2[N:5]=1)[CH3:2]. Given the reactants [CH2:1]([O:3][C:4]1[N:8]([CH2:9][C:10]2[CH:15]=[CH:14][C:13]([C:16]3[CH:21]=[CH:20][CH:19]=[CH:18][C:17]=3[C:22](=[N:24][O:25][C:26]([O:28]CC)=O)[NH2:23])=[CH:12][CH:11]=2)[C:7]2[C:31]([C:35]([O:37][CH2:38][C:39]3[O:40][C:41](=[O:45])[O:42][C:43]=3[CH3:44])=[O:36])=[CH:32][CH:33]=[CH:34][C:6]=2[N:5]=1)[CH3:2], predict the reaction product. (5) The product is: [C:61]([O:64][C:65]1[CH:70]=[CH:69][C:68]([C:71]([NH:58][NH:57][C:55](=[O:56])[C:54]2[CH:59]=[CH:60][C:51]([C:49]3[O:50][C:46]([C:16]4[CH:15]=[C:14]([O:13][CH2:1][CH2:2][CH2:3][CH2:4][CH2:5][CH2:6][CH2:7][CH2:8][CH2:9][CH2:10][CH2:11][CH3:12])[C:19]([O:20][CH2:21][CH2:22][CH2:23][CH2:24][CH2:25][CH2:26][CH2:27][CH2:28][CH2:29][CH2:30][CH2:31][CH3:32])=[C:18]([O:33][CH2:34][CH2:35][CH2:36][CH2:37][CH2:38][CH2:39][CH2:40][CH2:41][CH2:42][CH2:43][CH2:44][CH3:45])[CH:17]=4)=[N:47][N:48]=3)=[CH:52][CH:53]=2)=[O:72])=[CH:67][CH:66]=1)(=[O:63])[CH3:62]. Given the reactants [CH2:1]([O:13][C:14]1[CH:15]=[C:16]([C:46]2[O:50][C:49]([C:51]3[CH:60]=[CH:59][C:54]([C:55]([NH:57][NH2:58])=[O:56])=[CH:53][CH:52]=3)=[N:48][N:47]=2)[CH:17]=[C:18]([O:33][CH2:34][CH2:35][CH2:36][CH2:37][CH2:38][CH2:39][CH2:40][CH2:41][CH2:42][CH2:43][CH2:44][CH3:45])[C:19]=1[O:20][CH2:21][CH2:22][CH2:23][CH2:24][CH2:25][CH2:26][CH2:27][CH2:28][CH2:29][CH2:30][CH2:31][CH3:32])[CH2:2][CH2:3][CH2:4][CH2:5][CH2:6][CH2:7][CH2:8][CH2:9][CH2:10][CH2:11][CH3:12].[C:61]([O:64][C:65]1[CH:70]=[CH:69][C:68]([C:71](Cl)=[O:72])=[CH:67][CH:66]=1)(=[O:63])[CH3:62].N1C=CC=CC=1.O, predict the reaction product. (6) The product is: [OH:8][C:9]1[C:17]2[C:12](=[CH:13][CH:14]=[CH:15][CH:16]=2)[NH:11][C:10]=1[C:25]1[C:26](=[O:28])[NH:37][C:32]2[C:31]([N:38]=1)=[CH:36][CH:35]=[CH:34][CH:33]=2. Given the reactants [Si]([O:8][C:9]1[C:17]2[C:12](=[CH:13][CH:14]=[CH:15][CH:16]=2)[N:11](C(OC(C)(C)C)=O)[C:10]=1[C:25](=O)[C:26]([O:28]C)=O)(C(C)(C)C)(C)C.[C:31]1([NH2:38])[CH:36]=[CH:35][CH:34]=[CH:33][C:32]=1[NH2:37], predict the reaction product. (7) Given the reactants [NH2:1][C:2]1[CH:7]=[CH:6][C:5]([C:8]2[N:12]([C:13]3[CH:18]=[CH:17][C:16]([S:19]([CH3:22])(=[O:21])=[O:20])=[CH:15][CH:14]=3)[CH:11]=[N:10][C:9]=2[Cl:23])=[CH:4][CH:3]=1.[C:24]1(=O)[O:29][C:27](=[O:28])[CH2:26][CH2:25]1.C1(C)C=CC=CC=1, predict the reaction product. The product is: [Cl:23][C:9]1[N:10]=[CH:11][N:12]([C:13]2[CH:18]=[CH:17][C:16]([S:19]([CH3:22])(=[O:20])=[O:21])=[CH:15][CH:14]=2)[C:8]=1[C:5]1[CH:6]=[CH:7][C:2]([N:1]2[C:27](=[O:28])[CH2:26][CH2:25][C:24]2=[O:29])=[CH:3][CH:4]=1. (8) Given the reactants C([Li])CCC.[C:6]([O:12][CH2:13][CH3:14])(=[O:11])[CH2:7][C:8]([OH:10])=O.N1C=CC=CC=1C1C=CC=CN=1.[F:27][C:28]1[C:36]([O:37][CH3:38])=[C:35]([F:39])[C:34]([F:40])=[CH:33][C:29]=1C(Cl)=O, predict the reaction product. The product is: [OH:10]/[C:8](/[C:29]1[CH:33]=[C:34]([F:40])[C:35]([F:39])=[C:36]([O:37][CH3:38])[C:28]=1[F:27])=[CH:7]\[C:6]([O:12][CH2:13][CH3:14])=[O:11].